Dataset: Forward reaction prediction with 1.9M reactions from USPTO patents (1976-2016). Task: Predict the product of the given reaction. (1) Given the reactants [N+:1]([C:4]1[CH:5]=[C:6]([NH:13][C:14](=[O:28])[C:15]2[CH:20]=[CH:19][C:18]([N:21]3[CH2:26][CH2:25][N:24]([CH3:27])[CH2:23][CH2:22]3)=[CH:17][CH:16]=2)[CH:7]=[CH:8][C:9]=1[N+:10]([O-])=O)([O-])=O.[C:29]1([NH:35][C:36]([C:38]2[CH:45]=[CH:44][C:41]([CH:42]=O)=[CH:40][CH:39]=2)=[O:37])[CH:34]=[CH:33][CH:32]=[CH:31][CH:30]=1, predict the reaction product. The product is: [CH3:27][N:24]1[CH2:25][CH2:26][N:21]([C:18]2[CH:19]=[CH:20][C:15]([C:14]([NH:13][C:6]3[CH:7]=[CH:8][C:9]4[NH:10][C:42]([C:41]5[CH:40]=[CH:39][C:38]([C:36](=[O:37])[NH:35][C:29]6[CH:30]=[CH:31][CH:32]=[CH:33][CH:34]=6)=[CH:45][CH:44]=5)=[N:1][C:4]=4[CH:5]=3)=[O:28])=[CH:16][CH:17]=2)[CH2:22][CH2:23]1. (2) Given the reactants [Cl:1][C:2]1[CH:15]=[CH:14][C:5]([CH2:6][N:7]2[CH2:12][CH2:11][CH:10]([NH2:13])[CH2:9][CH2:8]2)=[CH:4][C:3]=1[O:16][CH2:17][CH3:18].[CH3:19][C:20]1[CH:21]=[C:22]([CH:26]=[CH:27][CH:28]=1)[C:23](Cl)=[O:24], predict the reaction product. The product is: [Cl:1][C:2]1[CH:15]=[CH:14][C:5]([CH2:6][N:7]2[CH2:12][CH2:11][CH:10]([NH:13][C:23](=[O:24])[C:22]3[CH:26]=[CH:27][CH:28]=[C:20]([CH3:19])[CH:21]=3)[CH2:9][CH2:8]2)=[CH:4][C:3]=1[O:16][CH2:17][CH3:18]. (3) Given the reactants [Cl:1][C:2]1[C:3]([F:45])=[C:4]([C@@H:8]2[C@:12]([C:15]3[CH:20]=[CH:19][C:18]([Cl:21])=[CH:17][C:16]=3[F:22])([C:13]#[N:14])[C@H:11]([CH2:23][C:24]([CH3:27])([CH3:26])[CH3:25])[NH:10][C@H:9]2[C:28]([NH:30][C:31]2([CH3:44])[CH2:36][CH2:35][N:34](C(OC(C)(C)C)=O)[CH2:33][CH2:32]2)=[O:29])[CH:5]=[CH:6][CH:7]=1.FC(F)(F)C(O)=O, predict the reaction product. The product is: [CH3:44][C:31]1([NH:30][C:28]([CH:9]2[CH:8]([C:4]3[CH:5]=[CH:6][CH:7]=[C:2]([Cl:1])[C:3]=3[F:45])[C:12]([C:15]3[CH:20]=[CH:19][C:18]([Cl:21])=[CH:17][C:16]=3[F:22])([C:13]#[N:14])[CH:11]([CH2:23][C:24]([CH3:27])([CH3:26])[CH3:25])[NH:10]2)=[O:29])[CH2:36][CH2:35][NH:34][CH2:33][CH2:32]1.